From a dataset of Reaction yield outcomes from USPTO patents with 853,638 reactions. Predict the reaction yield, written as a fraction of the theoretical maximum amount of product (1.0 means a 100% yield; for example, 0.34 means a 34% yield). (1) The reactants are C(Cl)(=O)C(Cl)=O.[F:7][C:8]1[CH:16]=[CH:15][C:11]([C:12]([OH:14])=O)=[CH:10][CH:9]=1.CCN(C(C)C)C(C)C.[CH3:26][O:27][C:28]1[CH:29]=[C:30]([CH2:36][CH2:37][C:38]2[CH:39]=[C:40]([NH2:43])[NH:41][N:42]=2)[CH:31]=[C:32]([O:34][CH3:35])[CH:33]=1. The catalyst is ClCCl.CN(C=O)C. The product is [CH3:35][O:34][C:32]1[CH:31]=[C:30]([CH2:36][CH2:37][C:38]2[CH:39]=[C:40]([NH:43][C:12](=[O:14])[C:11]3[CH:10]=[CH:9][C:8]([F:7])=[CH:16][CH:15]=3)[NH:41][N:42]=2)[CH:29]=[C:28]([O:27][CH3:26])[CH:33]=1. The yield is 0.0300. (2) The catalyst is O1CCOCC1.C1C=CC([P]([Pd]([P](C2C=CC=CC=2)(C2C=CC=CC=2)C2C=CC=CC=2)([P](C2C=CC=CC=2)(C2C=CC=CC=2)C2C=CC=CC=2)[P](C2C=CC=CC=2)(C2C=CC=CC=2)C2C=CC=CC=2)(C2C=CC=CC=2)C2C=CC=CC=2)=CC=1. The yield is 0.850. The reactants are [CH2:1]([O:3][C:4]([C:6]1([NH:15][C:16](=[O:25])[C:17]2[CH:22]=[CH:21][CH:20]=[C:19]([CH3:23])[C:18]=2I)[CH2:14][C:13]2[C:8](=[CH:9][CH:10]=[CH:11][CH:12]=2)[CH2:7]1)=[O:5])[CH3:2].[C:26]1(B(O)O)[CH2:30][CH2:29][CH2:28][CH:27]=1. The product is [CH2:1]([O:3][C:4]([C:6]1([NH:15][C:16](=[O:25])[C:17]2[CH:22]=[CH:21][CH:20]=[C:19]([CH3:23])[C:18]=2[C:26]2[CH2:30][CH2:29][CH2:28][CH:27]=2)[CH2:14][C:13]2[C:8](=[CH:9][CH:10]=[CH:11][CH:12]=2)[CH2:7]1)=[O:5])[CH3:2].